From a dataset of Full USPTO retrosynthesis dataset with 1.9M reactions from patents (1976-2016). Predict the reactants needed to synthesize the given product. Given the product [Cl:23][C:15]1[CH:14]=[C:13]([C:11]2[O:10][N:9]=[C:8]([C:4]3[C:3]([O:24][CH3:25])=[C:2]([CH2:50][CH2:51][CH2:52][C:53]([O:55][CH2:56][CH3:57])=[O:54])[CH:7]=[CH:6][CH:5]=3)[N:12]=2)[CH:18]=[CH:17][C:16]=1[O:19][CH:20]([CH3:22])[CH3:21], predict the reactants needed to synthesize it. The reactants are: Br[C:2]1[C:3]([O:24][CH3:25])=[C:4]([C:8]2[N:12]=[C:11]([C:13]3[CH:18]=[CH:17][C:16]([O:19][CH:20]([CH3:22])[CH3:21])=[C:15]([Cl:23])[CH:14]=3)[O:10][N:9]=2)[CH:5]=[CH:6][CH:7]=1.CC1C=CC=CC=1P(C1C=CC=CC=1C)C1C=CC=CC=1C.Br[Zn][CH2:50][CH2:51][CH2:52][C:53]([O:55][CH2:56][CH3:57])=[O:54].